Dataset: Reaction yield outcomes from USPTO patents with 853,638 reactions. Task: Predict the reaction yield, written as a fraction of the theoretical maximum amount of product (1.0 means a 100% yield; for example, 0.34 means a 34% yield). (1) The reactants are [NH2:1][C:2]1[CH:7]=[C:6]([C:8]([O:10][CH3:11])=[O:9])[CH:5]=[CH:4][C:3]=1[NH:12][C:13]1[CH:22]=[C:21]([Cl:23])[CH:20]=[CH:19][C:14]=1[C:15](OC)=[O:16]. The catalyst is Cl.CO. The product is [Cl:23][C:21]1[CH:20]=[CH:19][C:14]2[C:15](=[O:16])[NH:1][C:2]3[CH:7]=[C:6]([C:8]([O:10][CH3:11])=[O:9])[CH:5]=[CH:4][C:3]=3[NH:12][C:13]=2[CH:22]=1. The yield is 0.870. (2) The reactants are [CH3:1][N:2]1[CH:6]2[CH2:7][CH:8]([OH:10])[CH2:9][CH:3]1[CH2:4][CH2:5]2.[Li]CCCC.[Cl:16][C:17]1[N:22]=[C:21](Cl)[N:20]=[C:19]([N:24]2[CH2:29][CH2:28][O:27][CH2:26][CH2:25]2)[N:18]=1.CCOCC. The catalyst is C1COCC1. The product is [Cl:16][C:17]1[N:18]=[C:19]([N:24]2[CH2:25][CH2:26][O:27][CH2:28][CH2:29]2)[N:20]=[C:21]([O:10][CH:8]2[CH2:9][CH:3]3[N:2]([CH3:1])[CH:6]([CH2:5][CH2:4]3)[CH2:7]2)[N:22]=1. The yield is 0.420. (3) The reactants are [Li][CH2:2]CCC.[Si:6]([O:13][CH2:14][C:15]([C:17]1[CH:22]=[CH:21][C:20]([Cl:23])=[C:19]([F:24])[CH:18]=1)=O)([C:9]([CH3:12])([CH3:11])[CH3:10])([CH3:8])[CH3:7]. The catalyst is [Br-].C[P+](C1C=CC=CC=1)(C1C=CC=CC=1)C1C=CC=CC=1.C1COCC1. The product is [C:9]([Si:6]([O:13][CH2:14][C:15]([C:17]1[CH:22]=[CH:21][C:20]([Cl:23])=[C:19]([F:24])[CH:18]=1)=[CH2:2])([CH3:8])[CH3:7])([CH3:12])([CH3:11])[CH3:10]. The yield is 0.400. (4) The reactants are [Cl:1][C:2]1[CH:7]=[CH:6][C:5]([C:8]2[CH:13]=[CH:12][CH:11]=[CH:10][C:9]=2[CH2:14][I:15])=[CH:4][CH:3]=1.[C:16]1([P:22]([C:29]2[CH:34]=[CH:33][CH:32]=[CH:31][CH:30]=2)[C:23]2[CH:28]=[CH:27][CH:26]=[CH:25][CH:24]=2)[CH:21]=[CH:20][CH:19]=[CH:18][CH:17]=1. The catalyst is C1(C)C=CC=CC=1. The product is [I-:15].[Cl:1][C:2]1[CH:7]=[CH:6][C:5]([C:8]2[CH:13]=[CH:12][CH:11]=[CH:10][C:9]=2[CH2:14][P+:22]([C:23]2[CH:24]=[CH:25][CH:26]=[CH:27][CH:28]=2)([C:29]2[CH:34]=[CH:33][CH:32]=[CH:31][CH:30]=2)[C:16]2[CH:17]=[CH:18][CH:19]=[CH:20][CH:21]=2)=[CH:4][CH:3]=1. The yield is 0.930. (5) The catalyst is C1COCC1.C(Cl)Cl.O. The product is [CH3:40][O:39][C:29]1[N:28]=[C:27]([O:26][CH:11]2[CH2:10][CH:9]3[N:13]([C:14](=[O:25])[N:15]([CH3:24])[CH2:16][CH2:17][CH2:18][CH2:19][CH:20]=[CH:21][CH:22]4[C:6]([C:4]([OH:5])=[O:3])([NH:7][C:8]3=[O:41])[CH2:23]4)[CH2:12]2)[CH:32]=[C:31]([C:33]2[CH:34]=[CH:35][CH:36]=[CH:37][CH:38]=2)[N:30]=1. The yield is 0.860. The reactants are C([O:3][C:4]([C:6]12[CH2:23][CH:22]1[CH:21]=[CH:20][CH2:19][CH2:18][CH2:17][CH2:16][N:15]([CH3:24])[C:14](=[O:25])[N:13]1[CH:9]([CH2:10][CH:11]([O:26][C:27]3[CH:32]=[C:31]([C:33]4[CH:38]=[CH:37][CH:36]=[CH:35][CH:34]=4)[N:30]=[C:29]([O:39][CH3:40])[N:28]=3)[CH2:12]1)[C:8](=[O:41])[NH:7]2)=[O:5])C.CO.[Li+].[OH-].C(O)(=O)CC(CC(O)=O)(C(O)=O)O. (6) The reactants are [Br:1][C:2]1[CH:3]=[C:4]2[C:9](=[CH:10][CH:11]=1)[N:8]=[C:7](Cl)[N:6]=[CH:5]2.[NH2:13][C@@H:14]1[CH2:18][CH2:17][CH2:16][C@@H:15]1[NH:19][C:20](=[O:26])[O:21][C:22]([CH3:25])([CH3:24])[CH3:23]. The catalyst is O1CCOCC1. The product is [Br:1][C:2]1[CH:3]=[C:4]2[C:9](=[CH:10][CH:11]=1)[N:8]=[C:7]([NH:13][C@@H:14]1[CH2:18][CH2:17][CH2:16][C@@H:15]1[NH:19][C:20](=[O:26])[O:21][C:22]([CH3:24])([CH3:23])[CH3:25])[N:6]=[CH:5]2. The yield is 0.590. (7) The reactants are Br[C:2]1[S:6][C:5]([S:7]([NH:10][C:11]2[CH:16]=[CH:15][CH:14]=[C:13]([C:17]3[NH:21][N:20]=[N:19][N:18]=3)[CH:12]=2)(=[O:9])=[O:8])=[CH:4][CH:3]=1.[CH3:22][O:23][C:24]1[CH:29]=[C:28]([O:30][CH3:31])[CH:27]=[CH:26][C:25]=1B(O)O. No catalyst specified. The product is [CH3:22][O:23][C:24]1[CH:29]=[C:28]([O:30][CH3:31])[CH:27]=[CH:26][C:25]=1[C:2]1[S:6][C:5]([S:7]([NH:10][C:11]2[CH:16]=[CH:15][CH:14]=[C:13]([C:17]3[NH:21][N:20]=[N:19][N:18]=3)[CH:12]=2)(=[O:9])=[O:8])=[CH:4][CH:3]=1. The yield is 0.160. (8) The reactants are C([Li])CCC.[CH3:6][S:7]([CH2:9][S:10][CH3:11])=[O:8].Br[CH2:13][CH:14]([CH2:23]Br)[O:15][CH2:16][C:17]1[CH:22]=[CH:21][CH:20]=[CH:19][CH:18]=1. The catalyst is CCCCCC.C1COCC1.ClCCl. The product is [CH3:6][S:7]([C:9]1([S:10][CH3:11])[CH2:13][CH:14]([O:15][CH2:16][C:17]2[CH:22]=[CH:21][CH:20]=[CH:19][CH:18]=2)[CH2:23]1)=[O:8]. The yield is 0.560. (9) The reactants are [O:1]1[CH2:6][CH2:5][N:4]([CH2:7][CH2:8][O:9][C:10]2[CH:18]=[C:17]3[C:13]([C:14]([C:26]4[CH:31]=[CH:30][C:29]([F:32])=[CH:28][CH:27]=4)=[C:15](C4C=NC=CC=4)[C:16]3=[O:19])=[CH:12][CH:11]=2)[CH2:3][CH2:2]1.O1CCN(CCOC2C=C3C(C(C4C=CC=CC=4)=C(Br)C3=O)=CC=2)CC1.[F:59][C:60]([F:71])([F:70])[C:61]1[CH:66]=[CH:65][C:64](B(O)O)=[CH:63][CH:62]=1. No catalyst specified. The product is [O:1]1[CH2:2][CH2:3][N:4]([CH2:7][CH2:8][O:9][C:10]2[CH:18]=[C:17]3[C:13]([C:14]([C:26]4[CH:27]=[CH:28][C:29]([F:32])=[CH:30][CH:31]=4)=[C:15]([C:64]4[CH:65]=[CH:66][C:61]([C:60]([F:71])([F:70])[F:59])=[CH:62][CH:63]=4)[C:16]3=[O:19])=[CH:12][CH:11]=2)[CH2:5][CH2:6]1. The yield is 0.570. (10) The reactants are B(F)(F)[F:2].N[C:6]1[CH:7]=[CH:8][CH:9]=[C:10]2[C:15]=1[CH:14]=[C:13]([Br:16])[CH:12]=[CH:11]2.C(ON=O)(C)(C)C. The catalyst is C1COCC1.C(COC)OC. The product is [Br:16][C:13]1[CH:12]=[CH:11][C:10]2[C:15](=[C:6]([F:2])[CH:7]=[CH:8][CH:9]=2)[CH:14]=1. The yield is 0.590.